This data is from Reaction yield outcomes from USPTO patents with 853,638 reactions. The task is: Predict the reaction yield, written as a fraction of the theoretical maximum amount of product (1.0 means a 100% yield; for example, 0.34 means a 34% yield). (1) The reactants are [CH3:1][C:2]1[N:11]=[C:10]([N:12]([C:14]2[CH:19]=[CH:18][C:17](N)=[CH:16][CH:15]=2)[CH3:13])[C:9]2[C:4](=[CH:5][CH:6]=[CH:7][CH:8]=2)[N:3]=1.[CH2:21]=O.[C:23]([BH3-])#[N:24].[Na+]. The catalyst is CC(OCC1C2C(=CC=CC=2)C(COC(C)=O)=C2C=1C=CC=C2)=O. The product is [CH3:21][N:24]([CH3:23])[C:17]1[CH:18]=[CH:19][C:14]([N:12]([C:10]2[C:9]3[C:4](=[CH:5][CH:6]=[CH:7][CH:8]=3)[N:3]=[C:2]([CH3:1])[N:11]=2)[CH3:13])=[CH:15][CH:16]=1. The yield is 0.800. (2) The reactants are [F:1][C:2]1[CH:9]=[C:8](I)[CH:7]=[CH:6][C:3]=1[C:4]#[N:5].[Cl:11][C:12]1[C:13]([OH:19])=[CH:14][C:15](=[O:18])[NH:16][CH:17]=1.COC1C2C(=C3C(=CC=2)C(OC)=CC=N3)N=CC=1.C(=O)([O-])[O-].[K+].[K+]. The catalyst is CS(C)=O.O.Cl.[Cu]I. The product is [Cl:11][C:12]1[C:13]([OH:19])=[CH:14][C:15](=[O:18])[N:16]([C:8]2[CH:7]=[CH:6][C:3]([C:4]#[N:5])=[C:2]([F:1])[CH:9]=2)[CH:17]=1. The yield is 0.433. (3) The reactants are [CH2:1]([O:8][C:9](=[O:22])[NH:10][CH2:11][CH2:12][CH2:13][CH2:14][C:15]1[CH:20]=[CH:19][C:18]([OH:21])=[CH:17][CH:16]=1)[C:2]1[CH:7]=[CH:6][CH:5]=[CH:4][CH:3]=1.Br[CH2:24][CH2:25][CH2:26][C:27]#[N:28].C(=O)([O-])[O-].[K+].[K+]. The catalyst is CN(C=O)C. The product is [CH2:1]([O:8][C:9](=[O:22])[NH:10][CH2:11][CH2:12][CH2:13][CH2:14][C:15]1[CH:20]=[CH:19][C:18]([O:21][CH2:24][CH2:25][CH2:26][C:27]#[N:28])=[CH:17][CH:16]=1)[C:2]1[CH:7]=[CH:6][CH:5]=[CH:4][CH:3]=1. The yield is 0.750. (4) The reactants are [CH3:1][NH:2][C:3]1[CH:8]=[CH:7][CH:6]=[CH:5][CH:4]=1.[C:9](OC(Cl)(Cl)Cl)(OC(Cl)(Cl)Cl)=[O:10].CCN(CC)CC.[O:28]1[C:34]2[CH:35]=[C:36]([C:39]([O:41][CH3:42])=[O:40])[CH:37]=[CH:38][C:33]=2[CH2:32][NH:31][CH2:30][CH2:29]1. The catalyst is C(Cl)Cl. The product is [CH3:1][N:2]([C:3]1[CH:8]=[CH:7][CH:6]=[CH:5][CH:4]=1)[C:9]([N:31]1[CH2:32][C:33]2[CH:38]=[CH:37][C:36]([C:39]([O:41][CH3:42])=[O:40])=[CH:35][C:34]=2[O:28][CH2:29][CH2:30]1)=[O:10]. The yield is 0.300.